Dataset: Peptide-MHC class I binding affinity with 185,985 pairs from IEDB/IMGT. Task: Regression. Given a peptide amino acid sequence and an MHC pseudo amino acid sequence, predict their binding affinity value. This is MHC class I binding data. (1) The peptide sequence is KRWLLISL. The MHC is HLA-A02:01 with pseudo-sequence HLA-A02:01. The binding affinity (normalized) is 0.311. (2) The peptide sequence is LAESLVGFLF. The MHC is Mamu-B17 with pseudo-sequence Mamu-B17. The binding affinity (normalized) is 0.189.